Dataset: Full USPTO retrosynthesis dataset with 1.9M reactions from patents (1976-2016). Task: Predict the reactants needed to synthesize the given product. (1) Given the product [CH:25]([C:2]1([CH:7]=[CH:6][CH:5]=[CH:4][CH2:3]1)[C:1]([NH2:9])=[O:8])=[CH:20][CH2:21][CH2:22][CH2:23][CH3:24], predict the reactants needed to synthesize it. The reactants are: [C:1]([NH2:9])(=[O:8])[C:2]1[CH:7]=[CH:6][CH:5]=[CH:4][CH:3]=1.[O-]P([O-])([O-])=O.[K+].[K+].[K+].CN(C)[C@@H:20]1[CH2:25][CH2:24][CH2:23][CH2:22][C@H:21]1N.I/C=C/CCCC. (2) Given the product [N:13]([C:16](=[CH:6][C:5]1[CH:4]=[C:3]([O:2][CH3:1])[CH:10]=[C:9]([O:11][CH3:12])[CH:8]=1)[C:17]([O:19][CH3:20])=[O:18])=[N+:14]=[N-:15], predict the reactants needed to synthesize it. The reactants are: [CH3:1][O:2][C:3]1[CH:4]=[C:5]([CH:8]=[C:9]([O:11][CH3:12])[CH:10]=1)[CH:6]=O.[N:13]([CH2:16][C:17]([O:19][CH3:20])=[O:18])=[N+:14]=[N-:15].C[O-].[Na+]. (3) Given the product [CH2:1]([C:3]1[CH:4]=[CH:5][CH:6]=[C:7]2[C:11]=1[NH:10][CH:9]=[C:8]2[CH:23]([N:24]([CH3:26])[CH3:25])[C:22]1[CH:27]=[CH:28][CH:29]=[C:20]([O:13][C:14]2[CH:15]=[CH:16][CH:17]=[CH:18][CH:19]=2)[CH:21]=1)[CH3:2], predict the reactants needed to synthesize it. The reactants are: [CH2:1]([C:3]1[CH:4]=[CH:5][CH:6]=[C:7]2[C:11]=1[NH:10][CH:9]=[CH:8]2)[CH3:2].[Cl-].[O:13]([C:20]1[CH:21]=[C:22]([CH:27]=[CH:28][CH:29]=1)[CH:23]=[N+:24]([CH3:26])[CH3:25])[C:14]1[CH:19]=[CH:18][CH:17]=[CH:16][CH:15]=1.O(C1C=C(C=CC=1)C=O)C1C=CC=CC=1.CNC. (4) Given the product [CH3:32][O:33][C:34]1[CH:41]=[CH:40][C:37]([CH2:38][NH:39][C:2]2[N:7]=[C:6]([C:8]([N:10]3[CH2:15][CH2:14][CH:13]([N:16]4[CH2:20][CH2:19][CH2:18][CH2:17]4)[CH2:12][CH2:11]3)=[O:9])[C:5]([CH3:21])=[CH:4][C:3]=2[C:22]2[CH:27]=[CH:26][CH:25]=[C:24]([C:28]([F:31])([F:30])[F:29])[CH:23]=2)=[CH:36][CH:35]=1, predict the reactants needed to synthesize it. The reactants are: Cl[C:2]1[N:7]=[C:6]([C:8]([N:10]2[CH2:15][CH2:14][CH:13]([N:16]3[CH2:20][CH2:19][CH2:18][CH2:17]3)[CH2:12][CH2:11]2)=[O:9])[C:5]([CH3:21])=[CH:4][C:3]=1[C:22]1[CH:27]=[CH:26][CH:25]=[C:24]([C:28]([F:31])([F:30])[F:29])[CH:23]=1.[CH3:32][O:33][C:34]1[CH:41]=[CH:40][C:37]([CH2:38][NH2:39])=[CH:36][CH:35]=1.C(=O)([O-])[O-].[Cs+].[Cs+]. (5) Given the product [F:1][C:2]1[CH:3]=[C:4]([C:10]2[C:11]([C:17]3[CH:18]=[CH:19][C:20]([O:23][CH3:24])=[CH:21][CH:22]=3)=[CH:12][C:13](=[O:16])[N:14]([CH2:25][CH:26]([CH3:28])[CH3:27])[N:15]=2)[CH:5]=[CH:6][C:7]=1[O:8][CH3:9], predict the reactants needed to synthesize it. The reactants are: [F:1][C:2]1[CH:3]=[C:4]([C:10]2[C:11]([C:17]3[CH:22]=[CH:21][C:20]([O:23][CH3:24])=[CH:19][CH:18]=3)=[CH:12][C:13](=[O:16])[NH:14][N:15]=2)[CH:5]=[CH:6][C:7]=1[O:8][CH3:9].[CH2:25](Br)[CH:26]([CH3:28])[CH3:27]. (6) Given the product [CH2:9]([O:13][C:14]1[CH:19]=[CH:18][C:17]([C:2]2[S:1][CH:5]=[CH:4][CH:3]=2)=[CH:16][CH:15]=1)[CH2:10][CH2:11][CH3:12], predict the reactants needed to synthesize it. The reactants are: [S:1]1[CH:5]=[CH:4][CH:3]=[C:2]1B(O)O.[CH2:9]([O:13][C:14]1[CH:19]=[CH:18][C:17](Br)=[CH:16][CH:15]=1)[CH2:10][CH2:11][CH3:12].C(=O)([O-])[O-].[Na+].[Na+].ClCCl. (7) Given the product [CH3:11][S:8]([O:30][CH:28]1[CH2:29][N:26]([CH:13]([C:14]2[CH:19]=[CH:18][CH:17]=[CH:16][CH:15]=2)[C:20]2[CH:25]=[CH:24][CH:23]=[CH:22][CH:21]=2)[CH2:27]1)(=[O:10])=[O:9], predict the reactants needed to synthesize it. The reactants are: C(N(CC)CC)C.[S:8](Cl)([CH3:11])(=[O:10])=[O:9].[CH:13]([N:26]1[CH2:29][CH:28]([OH:30])[CH2:27]1)([C:20]1[CH:25]=[CH:24][CH:23]=[CH:22][CH:21]=1)[C:14]1[CH:19]=[CH:18][CH:17]=[CH:16][CH:15]=1.O.